Predict the product of the given reaction. From a dataset of Forward reaction prediction with 1.9M reactions from USPTO patents (1976-2016). (1) Given the reactants [C:1]([C:3]1[CH:11]=[C:10]([C:12](O)=[O:13])[C:9]([CH3:15])=[C:8]2[C:4]=1[C:5]1[CH2:19][CH2:18][O:17][C:16]([CH2:23][C:24]([O:26][CH2:27][CH3:28])=[O:25])([CH2:20][CH2:21][CH3:22])[C:6]=1[NH:7]2)#[N:2].B.C1COCC1, predict the reaction product. The product is: [CH2:27]([O:26][C:24](=[O:25])[CH2:23][C:16]1([CH2:20][CH2:21][CH3:22])[C:6]2[NH:7][C:8]3[C:4]([C:5]=2[CH2:19][CH2:18][O:17]1)=[C:3]([C:1]#[N:2])[CH:11]=[C:10]([CH2:12][OH:13])[C:9]=3[CH3:15])[CH3:28]. (2) Given the reactants N1(C([O-])=O)CCCCC1.[Cl:10][C:11]1[CH:16]=[CH:15][C:14]([C@@H:17]2[CH2:22][CH2:21][N:20](C(OC(C)(C)C)=O)[CH2:19][C@H:18]2[CH2:30][O:31][C:32]2[CH:37]=[CH:36][C:35]([S:38](=[O:57])(=[O:56])[N:39](CC3C=CC(OC)=CC=3OC)[C:40]3[S:44][N:43]=[CH:42][N:41]=3)=[CH:34][C:33]=2[F:58])=[CH:13][CH:12]=1, predict the reaction product. The product is: [Cl:10][C:11]1[CH:16]=[CH:15][C:14]([C@@H:17]2[CH2:22][CH2:21][NH:20][CH2:19][C@H:18]2[CH2:30][O:31][C:32]2[CH:37]=[CH:36][C:35]([S:38]([NH:39][C:40]3[S:44][N:43]=[CH:42][N:41]=3)(=[O:57])=[O:56])=[CH:34][C:33]=2[F:58])=[CH:13][CH:12]=1. (3) Given the reactants Cl.[O:2]([NH2:4])[CH3:3].N1C=CC=CC=1.[C:11](Cl)(=[O:22])[O:12][C:13]1[CH:18]=[CH:17][C:16]([N+:19]([O-:21])=[O:20])=[CH:15][CH:14]=1, predict the reaction product. The product is: [CH3:3][O:2][NH:4][C:11](=[O:22])[O:12][C:13]1[CH:14]=[CH:15][C:16]([N+:19]([O-:21])=[O:20])=[CH:17][CH:18]=1. (4) Given the reactants [C:1]([CH:3]1[CH2:8][CH2:7][N:6]([C:9](=[O:45])[C@H:10]([NH:14][C:15]([C:17]2[C:25]3[C:20](=[N:21][CH:22]=[C:23]([N:26]4[C:34]5[C:29](=[CH:30][C:31]([Cl:36])=[C:32]([Cl:35])[CH:33]=5)[CH:28]=[N:27]4)[N:24]=3)[N:19](COCC[Si](C)(C)C)[CH:18]=2)=[O:16])[CH:11]2[CH2:13][CH2:12]2)[CH2:5][CH2:4]1)#[N:2].C(O)(C(F)(F)F)=O.C(N)CN, predict the reaction product. The product is: [C:1]([CH:3]1[CH2:8][CH2:7][N:6]([C:9](=[O:45])[C@H:10]([NH:14][C:15]([C:17]2[C:25]3[C:20](=[N:21][CH:22]=[C:23]([N:26]4[C:34]5[C:29](=[CH:30][C:31]([Cl:36])=[C:32]([Cl:35])[CH:33]=5)[CH:28]=[N:27]4)[N:24]=3)[NH:19][CH:18]=2)=[O:16])[CH:11]2[CH2:12][CH2:13]2)[CH2:5][CH2:4]1)#[N:2].